Dataset: Peptide-MHC class I binding affinity with 185,985 pairs from IEDB/IMGT. Task: Regression. Given a peptide amino acid sequence and an MHC pseudo amino acid sequence, predict their binding affinity value. This is MHC class I binding data. (1) The peptide sequence is RVFPGDHFY. The MHC is HLA-A01:01 with pseudo-sequence HLA-A01:01. The binding affinity (normalized) is 0.263. (2) The peptide sequence is DLKRIGASL. The MHC is BoLA-T2C with pseudo-sequence BoLA-T2C. The binding affinity (normalized) is 1.00. (3) The binding affinity (normalized) is 0.0847. The peptide sequence is NQECWDSVF. The MHC is HLA-A26:03 with pseudo-sequence HLA-A26:03. (4) The peptide sequence is SLYPPCLFK. The MHC is HLA-A31:01 with pseudo-sequence HLA-A31:01. The binding affinity (normalized) is 0.398. (5) The peptide sequence is HQTLQDPRVR. The MHC is Patr-A0401 with pseudo-sequence Patr-A0401. The binding affinity (normalized) is 0.112. (6) The peptide sequence is EVLMSPCRM. The MHC is HLA-A02:01 with pseudo-sequence HLA-A02:01. The binding affinity (normalized) is 0.0540. (7) The peptide sequence is YKIHQEDK. The MHC is Mamu-B08 with pseudo-sequence Mamu-B08. The binding affinity (normalized) is 0. (8) The peptide sequence is LECFVRSS. The MHC is H-2-Kb with pseudo-sequence H-2-Kb. The binding affinity (normalized) is 0.0702.